Dataset: NCI-60 drug combinations with 297,098 pairs across 59 cell lines. Task: Regression. Given two drug SMILES strings and cell line genomic features, predict the synergy score measuring deviation from expected non-interaction effect. (1) Drug 1: CC1CCC2CC(C(=CC=CC=CC(CC(C(=O)C(C(C(=CC(C(=O)CC(OC(=O)C3CCCCN3C(=O)C(=O)C1(O2)O)C(C)CC4CCC(C(C4)OC)O)C)C)O)OC)C)C)C)OC. Drug 2: C(CN)CNCCSP(=O)(O)O. Cell line: CAKI-1. Synergy scores: CSS=6.42, Synergy_ZIP=-1.62, Synergy_Bliss=6.81, Synergy_Loewe=-1.82, Synergy_HSA=4.69. (2) Drug 1: C1CCN(CC1)CCOC2=CC=C(C=C2)C(=O)C3=C(SC4=C3C=CC(=C4)O)C5=CC=C(C=C5)O. Drug 2: CNC(=O)C1=NC=CC(=C1)OC2=CC=C(C=C2)NC(=O)NC3=CC(=C(C=C3)Cl)C(F)(F)F. Cell line: CCRF-CEM. Synergy scores: CSS=41.8, Synergy_ZIP=5.41, Synergy_Bliss=9.91, Synergy_Loewe=5.83, Synergy_HSA=6.21. (3) Drug 1: C1=NC2=C(N1)C(=S)N=C(N2)N. Drug 2: C(CN)CNCCSP(=O)(O)O. Cell line: 786-0. Synergy scores: CSS=38.6, Synergy_ZIP=-0.966, Synergy_Bliss=-2.76, Synergy_Loewe=-37.6, Synergy_HSA=-3.64. (4) Drug 1: C1CC(C1)(C(=O)O)C(=O)O.[NH2-].[NH2-].[Pt+2]. Drug 2: C1=NC2=C(N=C(N=C2N1C3C(C(C(O3)CO)O)F)Cl)N. Cell line: BT-549. Synergy scores: CSS=5.27, Synergy_ZIP=4.11, Synergy_Bliss=9.84, Synergy_Loewe=-2.52, Synergy_HSA=2.84. (5) Drug 1: C1CCN(CC1)CCOC2=CC=C(C=C2)C(=O)C3=C(SC4=C3C=CC(=C4)O)C5=CC=C(C=C5)O. Drug 2: CN1C(=O)N2C=NC(=C2N=N1)C(=O)N. Cell line: SK-MEL-5. Synergy scores: CSS=-8.73, Synergy_ZIP=8.29, Synergy_Bliss=6.36, Synergy_Loewe=-5.78, Synergy_HSA=-5.68. (6) Drug 1: CC1=C(C(=CC=C1)Cl)NC(=O)C2=CN=C(S2)NC3=CC(=NC(=N3)C)N4CCN(CC4)CCO. Drug 2: C#CCC(CC1=CN=C2C(=N1)C(=NC(=N2)N)N)C3=CC=C(C=C3)C(=O)NC(CCC(=O)O)C(=O)O. Cell line: A549. Synergy scores: CSS=53.3, Synergy_ZIP=-0.357, Synergy_Bliss=-1.59, Synergy_Loewe=-8.61, Synergy_HSA=-0.478.